This data is from Full USPTO retrosynthesis dataset with 1.9M reactions from patents (1976-2016). The task is: Predict the reactants needed to synthesize the given product. (1) The reactants are: [CH3:1][N:2]1[CH2:27][CH2:26][C:5]2[N:6]([C:14]#[C:15][C:16]3[CH:25]=[CH:24][C:23]4[C:18](=[CH:19][CH:20]=[CH:21][CH:22]=4)[CH:17]=3)[C:7]3[CH:8]=[CH:9][C:10]([CH3:13])=[CH:11][C:12]=3[C:4]=2[CH2:3]1.C([O-])=O.[NH4+]. Given the product [CH3:1][N:2]1[CH2:27][CH2:26][C:5]2[N:6]([CH2:14][CH2:15][C:16]3[CH:25]=[CH:24][C:23]4[CH2:22][CH2:21][CH2:20][CH2:19][C:18]=4[CH:17]=3)[C:7]3[CH:8]=[CH:9][C:10]([CH3:13])=[CH:11][C:12]=3[C:4]=2[CH2:3]1, predict the reactants needed to synthesize it. (2) The reactants are: Cl[C:2]1[C:7]([CH3:8])=[C:6]([Cl:9])[N:5]=[CH:4][C:3]=1[C:10]([N:12]1[CH2:17][CH2:16][CH:15]([C:18]2[CH:23]=[CH:22][C:21]([F:24])=[CH:20][CH:19]=2)[CH2:14][CH2:13]1)=[O:11].[NH2:25][C:26]1[CH:31]=[CH:30][C:29]([CH3:32])=[CH:28][CH:27]=1. Given the product [Cl:9][C:6]1[N:5]=[CH:4][C:3]([C:10]([N:12]2[CH2:17][CH2:16][CH:15]([C:18]3[CH:23]=[CH:22][C:21]([F:24])=[CH:20][CH:19]=3)[CH2:14][CH2:13]2)=[O:11])=[C:2]([NH:25][C:26]2[CH:31]=[CH:30][C:29]([CH3:32])=[CH:28][CH:27]=2)[C:7]=1[CH3:8], predict the reactants needed to synthesize it.